Dataset: Full USPTO retrosynthesis dataset with 1.9M reactions from patents (1976-2016). Task: Predict the reactants needed to synthesize the given product. (1) Given the product [O:29]1[CH2:33][CH2:32][CH2:31][CH:30]1[CH2:34][NH:35][C:15]([C:14]1[CH:18]=[CH:19][N:20]=[CH:21][C:13]=1[NH:12][C:10]([C:8]1[C:7]([NH:22][C:23]2[CH:28]=[N:27][CH:26]=[N:25][CH:24]=2)=[N:6][CH:5]=[C:4]([CH:1]2[CH2:2][CH2:3]2)[N:9]=1)=[O:11])=[O:17], predict the reactants needed to synthesize it. The reactants are: [CH:1]1([C:4]2[N:9]=[C:8]([C:10]([NH:12][C:13]3[CH:21]=[N:20][CH:19]=[CH:18][C:14]=3[C:15]([OH:17])=O)=[O:11])[C:7]([NH:22][C:23]3[CH:24]=[N:25][CH:26]=[N:27][CH:28]=3)=[N:6][CH:5]=2)[CH2:3][CH2:2]1.[O:29]1[CH2:33][CH2:32][CH2:31][CH:30]1[CH2:34][NH2:35]. (2) The reactants are: [CH3:1][O:2][C:3]1[CH:25]=[CH:24][C:6]2[N:7]=[C:8]([C:10]3[CH:11]=[N:12][C:13]([NH:16][C:17](=[O:23])[O:18][C:19]([CH3:22])([CH3:21])[CH3:20])=[N:14][CH:15]=3)[O:9][C:5]=2[CH:4]=1.[F:26][CH2:27][CH2:28]N(C1C=CC(C2OC3C=C(OC)C=CC=3N=2)=CN=1)C(=O)OC(C)(C)C. Given the product [F:26][CH2:27][CH2:28][N:16]([C:13]1[N:14]=[CH:15][C:10]([C:8]2[O:9][C:5]3[CH:4]=[C:3]([O:2][CH3:1])[CH:25]=[CH:24][C:6]=3[N:7]=2)=[CH:11][N:12]=1)[C:17](=[O:23])[O:18][C:19]([CH3:22])([CH3:20])[CH3:21], predict the reactants needed to synthesize it. (3) Given the product [CH2:19]([O:13][C:12](=[O:14])[CH2:11][CH2:10][C:9]([C:6]1[CH:7]=[CH:8][C:3]([O:2][CH3:1])=[C:4]([CH3:16])[CH:5]=1)=[O:15])[CH3:20], predict the reactants needed to synthesize it. The reactants are: [CH3:1][O:2][C:3]1[CH:8]=[CH:7][C:6]([C:9](=[O:15])[CH2:10][CH2:11][C:12]([OH:14])=[O:13])=[CH:5][C:4]=1[CH3:16].CO[C:19]1C=CC(C(CC=O)C(O)=O)=C[C:20]=1C.[OH-].[Na+]. (4) Given the product [NH2:22][CH2:14][CH2:13][CH2:12][N:11]1[CH:7]=[CH:6][N:9]=[CH:10]1, predict the reactants needed to synthesize it. The reactants are: CSC1C=[CH:7][C:6]([NH:9][C:10]2C([N+]([O-])=O)=[CH:14][CH:13]=[C:12](Cl)[N:11]=2)=CC=1.C([N:22](CC)CC)C. (5) Given the product [CH2:19]([O:18][C:16]([C:15]1[N:9]([C:6]2[CH:7]=[N:8][C:3]([Cl:2])=[CH:4][CH:5]=2)[N:10]=[CH:13][CH:14]=1)=[O:17])[CH3:20], predict the reactants needed to synthesize it. The reactants are: Cl.[Cl:2][C:3]1[N:8]=[CH:7][C:6]([NH:9][NH2:10])=[CH:5][CH:4]=1.CN(C)/[CH:13]=[CH:14]/[C:15](=O)[C:16]([O:18][CH2:19][CH3:20])=[O:17]. (6) Given the product [Cl:1][C:2]1[CH:10]=[CH:9][C:8]([C:11]2[NH:12][C:13]3[CH:19]=[CH:18][CH:17]=[CH:16][C:14]=3[N:15]=2)=[C:7]2[C:3]=1[CH2:4][NH:5][C:6]2=[O:20], predict the reactants needed to synthesize it. The reactants are: [Cl:1][C:2]1[CH:10]=[CH:9][C:8]([C:11]2[NH:15][C:14]3[CH:16]=[CH:17][CH:18]=[CH:19][C:13]=3[N:12]=2)=[C:7]2[C:3]=1[CH:4](O)[N:5](C(C)(C1C=CC=CC=1)C)[C:6]2=[O:20].FC(F)(F)C(O)=O.C([SiH](CC)CC)C.C(=O)([O-])O.[Na+]. (7) Given the product [CH:1]1([C:7]2[N:11]([C:12]3[CH:13]=[CH:14][C:15]([O:18][C:19]([F:20])([F:22])[F:21])=[CH:16][CH:17]=3)[N:10]=[CH:9][C:8]=2[CH2:23][C:24]2[CH:25]=[CH:26][C:27]([C:28]([NH:44][C:45]3[NH:49][N:48]=[N:47][N:46]=3)=[O:30])=[CH:31][CH:32]=2)[CH2:2][CH2:3][CH2:4][CH2:5][CH2:6]1, predict the reactants needed to synthesize it. The reactants are: [CH:1]1([C:7]2[N:11]([C:12]3[CH:17]=[CH:16][C:15]([O:18][C:19]([F:22])([F:21])[F:20])=[CH:14][CH:13]=3)[N:10]=[CH:9][C:8]=2[CH2:23][C:24]2[CH:32]=[CH:31][C:27]([C:28]([OH:30])=O)=[CH:26][CH:25]=2)[CH2:6][CH2:5][CH2:4][CH2:3][CH2:2]1.C1C=CC2N(O)N=NC=2C=1.O.[NH2:44][C:45]1[NH:49][N:48]=[N:47][N:46]=1.CCN(C(C)C)C(C)C.